From a dataset of Forward reaction prediction with 1.9M reactions from USPTO patents (1976-2016). Predict the product of the given reaction. (1) The product is: [CH:1]1([N:7]2[C:15]3[CH:14]=[CH:13][N:12]=[C:11]([O:17][CH3:18])[C:10]=3[C:9](=[O:19])[NH:8]2)[CH2:6][CH2:5][CH2:4][CH2:3][CH2:2]1. Given the reactants [CH:1]1([NH:7][NH:8][C:9](=[O:19])[C:10]2[C:15](I)=[CH:14][CH:13]=[N:12][C:11]=2[O:17][CH3:18])[CH2:6][CH2:5][CH2:4][CH2:3][CH2:2]1.N1CCC[C@H]1C(O)=O.C(=O)([O-])[O-].[K+].[K+].O, predict the reaction product. (2) Given the reactants [O:1]1[C:6]2([CH2:11][CH2:10][NH:9][CH2:8][CH2:7]2)[CH2:5][NH:4][C:3](=[O:12])[CH2:2]1.[CH:13]1([N:18]2[C:22]3[N:23]=[C:24]([NH:27][C:28]4[N:33]=[N:32][C:31](Cl)=[CH:30][CH:29]=4)[N:25]=[CH:26][C:21]=3[C:20]3[CH:35]=[CH:36][N:37]=[CH:38][C:19]2=3)[CH2:17][CH2:16][CH2:15][CH2:14]1.C(N(CC)C(C)C)(C)C, predict the reaction product. The product is: [CH:13]1([N:18]2[C:22]3[N:23]=[C:24]([NH:27][C:28]4[N:33]=[N:32][C:31]([N:9]5[CH2:8][CH2:7][C:6]6([O:1][CH2:2][C:3](=[O:12])[NH:4][CH2:5]6)[CH2:11][CH2:10]5)=[CH:30][CH:29]=4)[N:25]=[CH:26][C:21]=3[C:20]3[CH:35]=[CH:36][N:37]=[CH:38][C:19]2=3)[CH2:14][CH2:15][CH2:16][CH2:17]1.